This data is from Full USPTO retrosynthesis dataset with 1.9M reactions from patents (1976-2016). The task is: Predict the reactants needed to synthesize the given product. (1) Given the product [CH3:29][O:30][C:31]([C@H:33]1[CH2:37][C:36](=[O:38])[N:35]([C:39]2[CH:44]=[CH:43][C:42]([O:6][CH2:5][C:4]3[CH:7]=[CH:8][CH:9]=[C:2]([F:1])[CH:3]=3)=[CH:41][CH:40]=2)[CH2:34]1)=[O:32].[C:23]1([P:16]([C:10]2[CH:11]=[CH:12][CH:13]=[CH:14][CH:15]=2)[C:17]2[CH:22]=[CH:21][CH:20]=[CH:19][CH:18]=2)[CH:24]=[CH:25][CH:26]=[CH:27][CH:28]=1.[NH:46]([C:54]([O:56][CH:57]([CH3:59])[CH3:58])=[O:55])[NH:47][C:48]([O:50][CH:51]([CH3:52])[CH3:53])=[O:49], predict the reactants needed to synthesize it. The reactants are: [F:1][C:2]1[CH:3]=[C:4]([CH:7]=[CH:8][CH:9]=1)[CH2:5][OH:6].[C:10]1([P:16]([C:23]2[CH:28]=[CH:27][CH:26]=[CH:25][CH:24]=2)[C:17]2[CH:22]=[CH:21][CH:20]=[CH:19][CH:18]=2)[CH:15]=[CH:14][CH:13]=[CH:12][CH:11]=1.[CH3:29][O:30][C:31]([C@H:33]1[CH2:37][C:36](=[O:38])[N:35]([C:39]2[CH:44]=[CH:43][C:42](O)=[CH:41][CH:40]=2)[CH2:34]1)=[O:32].[N:46]([C:54]([O:56][CH:57]([CH3:59])[CH3:58])=[O:55])=[N:47][C:48]([O:50][CH:51]([CH3:53])[CH3:52])=[O:49].C1(P(=O)(C2C=CC=CC=2)C2C=CC=CC=2)C=CC=CC=1. (2) Given the product [CH3:1][C:2]1[N:3]=[C:4]([NH:19][C:20](=[O:22])[CH3:21])[S:5][C:6]=1[C:7]1[CH:12]=[CH:11][N:10]=[C:9]([CH3:24])[N:8]=1, predict the reactants needed to synthesize it. The reactants are: [CH3:1][C:2]1[N:3]=[C:4]([NH:19][C:20](=[O:22])[CH3:21])[S:5][C:6]=1[C:7]1[CH:12]=[CH:11][N:10]=[C:9](N2CCOCC2)[N:8]=1.Cl.[C:24](N)(=N)C. (3) Given the product [C:29]([O:28][C:26]([NH:1][C@H:2]([C:7]1[CH:8]=[CH:9][C:10]([OH:13])=[CH:11][CH:12]=1)[C:3]([O:5][CH3:6])=[O:4])=[O:27])([CH3:32])([CH3:31])[CH3:30], predict the reactants needed to synthesize it. The reactants are: [NH2:1][C@H:2]([C:7]1[CH:12]=[CH:11][C:10]([OH:13])=[CH:9][CH:8]=1)[C:3]([O:5][CH3:6])=[O:4].C(=O)(O)[O-].[Na+].C(N(CC)CC)C.[C:26](O[C:26]([O:28][C:29]([CH3:32])([CH3:31])[CH3:30])=[O:27])([O:28][C:29]([CH3:32])([CH3:31])[CH3:30])=[O:27].[Cl-].[NH4+]. (4) Given the product [F:23][C:4]1[CH:3]=[C:2]([B:24]2[O:28][C:27]([CH3:30])([CH3:29])[C:26]([CH3:32])([CH3:31])[O:25]2)[CH:7]=[CH:6][C:5]=1[C:8]1[N:12]([C@H:13]2[CH2:17][CH2:16][O:15][CH2:14]2)[N:11]=[CH:10][C:9]=1[C:18]([O:20][CH2:21][CH3:22])=[O:19], predict the reactants needed to synthesize it. The reactants are: Br[C:2]1[CH:7]=[CH:6][C:5]([C:8]2[N:12]([C@H:13]3[CH2:17][CH2:16][O:15][CH2:14]3)[N:11]=[CH:10][C:9]=2[C:18]([O:20][CH2:21][CH3:22])=[O:19])=[C:4]([F:23])[CH:3]=1.[B:24]1([B:24]2[O:28][C:27]([CH3:30])([CH3:29])[C:26]([CH3:32])([CH3:31])[O:25]2)[O:28][C:27]([CH3:30])([CH3:29])[C:26]([CH3:32])([CH3:31])[O:25]1.C([O-])(=O)C.[K+]. (5) Given the product [SH:4][CH2:5][CH2:6][CH2:7][CH2:8][CH2:9][CH2:10][CH2:11][CH2:12][CH2:13][CH2:14][CH2:15][CH2:16][Br:17], predict the reactants needed to synthesize it. The reactants are: CC([S:4][CH2:5][CH2:6][CH2:7][CH2:8][CH2:9][CH2:10][CH2:11][CH2:12][CH2:13][CH2:14][CH2:15][CH2:16][Br:17])=O.C([O-])([O-])=O.[K+].[K+].Cl.